This data is from Serine/threonine kinase 33 screen with 319,792 compounds. The task is: Binary Classification. Given a drug SMILES string, predict its activity (active/inactive) in a high-throughput screening assay against a specified biological target. (1) The compound is Clc1c(/C=C\C(=O)NCCc2ccccc2)cccc1. The result is 0 (inactive). (2) The molecule is n1c2c(cc(c3cccnc3)c1)cccc2. The result is 0 (inactive). (3) The drug is O(CC(=O)NC(c1ccccc1)C)C(=O)c1c2c([nH]c1)cccc2. The result is 0 (inactive). (4) The molecule is O1CCN(CC1)CC(=O)Nc1c(cccc1)C#N. The result is 0 (inactive). (5) The compound is Clc1c2c(NC(=O)CN(C3CCCCC3)C)c([nH]c2ccc1)C(OC)=O. The result is 0 (inactive). (6) The result is 0 (inactive). The drug is O1CCN(CC1)c1ccc(NC(=O)COC(=O)CCc2[nH]c3c(c(=O)n2)cccc3)cc1. (7) The drug is O=C(Nc1c(n(nc1C)c1ccccc1)C)c1cc(OC)cc(OC)c1. The result is 0 (inactive). (8) The molecule is S=C(N1CCN(CC1)c1cc2n(CC)cc(c(=O)c2cc1F)C(O)=O)NC(=O)c1ccc(F)cc1. The result is 0 (inactive). (9) The compound is o1c(c2[nH]ccn2)ccc1. The result is 0 (inactive).